Dataset: Full USPTO retrosynthesis dataset with 1.9M reactions from patents (1976-2016). Task: Predict the reactants needed to synthesize the given product. (1) Given the product [NH2:19][C:20]1[CH:21]=[C:22]([CH:26]=[C:27]([Br:29])[CH:28]=1)[C:23]([NH:38][CH2:37][CH2:36][N:33]1[CH2:34][CH2:35][O:30][CH2:31][CH2:32]1)=[O:25], predict the reactants needed to synthesize it. The reactants are: C(P1(=O)OP(CCC)(=O)OP(CCC)(=O)O1)CC.[NH2:19][C:20]1[CH:21]=[C:22]([CH:26]=[C:27]([Br:29])[CH:28]=1)[C:23]([OH:25])=O.[O:30]1[CH2:35][CH2:34][N:33]([CH2:36][CH2:37][NH2:38])[CH2:32][CH2:31]1.CCN(CC)CC. (2) Given the product [F:15][C:16]1[CH:23]=[CH:22][C:19]([CH:20]([C:5]2[S:4][CH:3]=[N:7][CH:6]=2)[OH:21])=[CH:18][CH:17]=1, predict the reactants needed to synthesize it. The reactants are: C[Si](C)(C)[C:3]1[S:4][CH:5]=[CH:6][N:7]=1.[Li]CCCC.[F:15][C:16]1[CH:23]=[CH:22][C:19]([CH:20]=[O:21])=[CH:18][CH:17]=1.[Cl-].[NH4+]. (3) Given the product [Br:1][C:2]1[CH:9]=[C:6]([CH2:7][N:12]([CH3:13])[CH3:11])[CH:5]=[N:4][CH:3]=1, predict the reactants needed to synthesize it. The reactants are: [Br:1][C:2]1[CH:3]=[N:4][CH:5]=[C:6]([CH:9]=1)[CH:7]=O.Cl.[CH3:11][NH:12][CH3:13].ClCCCl.C(O[BH-](OC(=O)C)OC(=O)C)(=O)C.[Na+]. (4) Given the product [F:2][C:3]1[CH:8]=[CH:7][C:6]([NH:9][C:10]2[CH:15]=[CH:14][N:13]=[C:12]([NH:16][C:17]3[CH:22]=[CH:21][C:20]([S:23]([N:29]([CH3:28])[CH:30]4[CH2:31][CH2:32][N:33]([CH2:36][C:37]5[CH:41]=[CH:40][S:39][CH:38]=5)[CH2:34][CH2:35]4)(=[O:25])=[O:24])=[CH:19][CH:18]=3)[N:11]=2)=[CH:5][CH:4]=1, predict the reactants needed to synthesize it. The reactants are: Cl.[F:2][C:3]1[CH:8]=[CH:7][C:6]([NH:9][C:10]2[CH:15]=[CH:14][N:13]=[C:12]([NH:16][C:17]3[CH:22]=[CH:21][C:20]([S:23](Cl)(=[O:25])=[O:24])=[CH:19][CH:18]=3)[N:11]=2)=[CH:5][CH:4]=1.Cl.[CH3:28][NH:29][CH:30]1[CH2:35][CH2:34][N:33]([CH2:36][C:37]2[CH:41]=[CH:40][S:39][CH:38]=2)[CH2:32][CH2:31]1. (5) Given the product [O:23]=[C:24]([C:31]1[CH:36]=[CH:35][CH:34]=[CH:33][CH:32]=1)[C:25]#[C:26][C:27]([O:29][CH3:30])=[O:28], predict the reactants needed to synthesize it. The reactants are: CC(OI1(OC(C)=O)(OC(C)=O)OC(=O)C2C=CC=CC1=2)=O.[OH:23][CH:24]([C:31]1[CH:36]=[CH:35][CH:34]=[CH:33][CH:32]=1)[C:25]#[C:26][C:27]([O:29][CH3:30])=[O:28]. (6) Given the product [CH3:9][C:4]1[CH:3]([C:10]2[CH:15]=[CH:14][CH:13]=[CH:12][C:11]=2[CH2:16][NH:17][C:18]2[C:23]([CH3:24])=[CH:22][C:21]([CH3:25])=[CH:20][C:19]=2[CH3:26])[C:2]([CH3:1])=[C:6]([CH3:7])[C:5]=1[CH3:8], predict the reactants needed to synthesize it. The reactants are: [CH3:1][C:2]1[CH:3]([C:10]2[CH:15]=[CH:14][CH:13]=[CH:12][C:11]=2[CH:16]=[N:17][C:18]2[C:23]([CH3:24])=[CH:22][C:21]([CH3:25])=[CH:20][C:19]=2[CH3:26])[C:4]([CH3:9])=[C:5]([CH3:8])[C:6]=1[CH3:7].[BH4-].[Na+].O.C1(C)C=CC=CC=1. (7) Given the product [CH2:1]([C:8]1[CH:9]=[N:10][C:11]2[C:16]([C:17]=1[C:18]1[CH:19]=[C:20]([NH:24][CH2:34][C:33]3[CH:36]=[C:37]([O:39][CH3:40])[CH:38]=[C:31]([O:29][CH3:30])[CH:32]=3)[CH:21]=[CH:22][CH:23]=1)=[CH:15][CH:14]=[CH:13][C:12]=2[C:25]([F:28])([F:26])[F:27])[C:2]1[CH:3]=[CH:4][CH:5]=[CH:6][CH:7]=1, predict the reactants needed to synthesize it. The reactants are: [CH2:1]([C:8]1[CH:9]=[N:10][C:11]2[C:16]([C:17]=1[C:18]1[CH:19]=[C:20]([NH2:24])[CH:21]=[CH:22][CH:23]=1)=[CH:15][CH:14]=[CH:13][C:12]=2[C:25]([F:28])([F:27])[F:26])[C:2]1[CH:7]=[CH:6][CH:5]=[CH:4][CH:3]=1.[O:29]([C:31]1[CH:32]=[C:33]([CH:36]=[C:37]([O:39][CH3:40])[CH:38]=1)[CH:34]=O)[CH3:30].